Dataset: Forward reaction prediction with 1.9M reactions from USPTO patents (1976-2016). Task: Predict the product of the given reaction. Given the reactants Br[C:2]1[CH:3]=[C:4]2[C:9](=[CH:10][CH:11]=1)[N:8]=[C:7]([NH:12][CH2:13][CH2:14][N:15]1[CH2:20][CH2:19][O:18][CH2:17][CH2:16]1)[CH:6]=[CH:5]2.[CH:21]1([NH:24][C:25](=[O:42])[C:26]2[CH:31]=[CH:30][C:29]([CH3:32])=[C:28](B3OC(C)(C)C(C)(C)O3)[CH:27]=2)[CH2:23][CH2:22]1, predict the reaction product. The product is: [CH:21]1([NH:24][C:25](=[O:42])[C:26]2[CH:31]=[CH:30][C:29]([CH3:32])=[C:28]([C:2]3[CH:3]=[C:4]4[C:9](=[CH:10][CH:11]=3)[N:8]=[C:7]([NH:12][CH2:13][CH2:14][N:15]3[CH2:20][CH2:19][O:18][CH2:17][CH2:16]3)[CH:6]=[CH:5]4)[CH:27]=2)[CH2:22][CH2:23]1.